This data is from Catalyst prediction with 721,799 reactions and 888 catalyst types from USPTO. The task is: Predict which catalyst facilitates the given reaction. (1) Reactant: [OH:1][C:2]12[CH2:16][CH:15]([CH3:17])[CH2:14][C:13](=[O:18])[CH:12]1[CH2:11][CH2:10][CH2:9][CH2:8][CH2:7][CH2:6][CH2:5][CH2:4][CH2:3]2.C(N(CC)CC)C.[Si:26](OS(C(F)(F)F)(=O)=O)([CH3:29])([CH3:28])[CH3:27].[NH4+].[Cl-]. Product: [CH3:17][CH:15]1[CH2:16][C:2]2([O:1][Si:26]([CH3:29])([CH3:28])[CH3:27])[CH:12]([CH2:11][CH2:10][CH2:9][CH2:8][CH2:7][CH2:6][CH2:5][CH2:4][CH2:3]2)[C:13](=[O:18])[CH2:14]1. The catalyst class is: 165. (2) Product: [CH2:1]([C:5]1[CH:6]=[C:7]([C:11]2[N:15]([C:16]3[CH:21]=[CH:20][CH:19]=[CH:18][CH:17]=3)[N:14]=[C:13]([NH:22][C:29]([C@H:27]3[CH2:26][NH:25][C:24](=[O:23])[NH:28]3)=[O:30])[CH:12]=2)[CH:8]=[CH:9][CH:10]=1)[CH2:2][CH2:3][CH3:4]. Reactant: [CH2:1]([C:5]1[CH:6]=[C:7]([C:11]2[N:15]([C:16]3[CH:21]=[CH:20][CH:19]=[CH:18][CH:17]=3)[N:14]=[C:13]([NH2:22])[CH:12]=2)[CH:8]=[CH:9][CH:10]=1)[CH2:2][CH2:3][CH3:4].[O:23]=[C:24]1[NH:28][C@@H:27]([C:29](O)=[O:30])[CH2:26][NH:25]1.CN(C(ON1N=NC2C=CC=NC1=2)=[N+](C)C)C.F[P-](F)(F)(F)(F)F.C(N(C(C)C)CC)(C)C. The catalyst class is: 35.